Dataset: NCI-60 drug combinations with 297,098 pairs across 59 cell lines. Task: Regression. Given two drug SMILES strings and cell line genomic features, predict the synergy score measuring deviation from expected non-interaction effect. (1) Drug 1: C1=CC(=CC=C1CC(C(=O)O)N)N(CCCl)CCCl.Cl. Drug 2: CC1=C(C(=O)C2=C(C1=O)N3CC4C(C3(C2COC(=O)N)OC)N4)N. Cell line: SK-OV-3. Synergy scores: CSS=24.9, Synergy_ZIP=-5.04, Synergy_Bliss=3.39, Synergy_Loewe=-7.85, Synergy_HSA=2.98. (2) Drug 1: CCC1=C2CN3C(=CC4=C(C3=O)COC(=O)C4(CC)O)C2=NC5=C1C=C(C=C5)O. Drug 2: COC1=C2C(=CC3=C1OC=C3)C=CC(=O)O2. Cell line: SK-MEL-5. Synergy scores: CSS=28.1, Synergy_ZIP=-7.85, Synergy_Bliss=-0.812, Synergy_Loewe=-26.7, Synergy_HSA=-1.32.